From a dataset of CYP2D6 inhibition data for predicting drug metabolism from PubChem BioAssay. Regression/Classification. Given a drug SMILES string, predict its absorption, distribution, metabolism, or excretion properties. Task type varies by dataset: regression for continuous measurements (e.g., permeability, clearance, half-life) or binary classification for categorical outcomes (e.g., BBB penetration, CYP inhibition). Dataset: cyp2d6_veith. (1) The compound is O=C(O)c1ccc(S(=O)(=O)N=Nc2c(O)[nH]c3ccccc23)cc1. The result is 0 (non-inhibitor). (2) The drug is O=C(O)Cc1ccc(-c2ccccc2)cc1. The result is 0 (non-inhibitor). (3) The molecule is Cc1ccc(-c2noc(/C=C/c3ccccc3)n2)cc1. The result is 0 (non-inhibitor). (4) The compound is CCCOc1ccc(C2C(C(=O)c3ccco3)=C(O)C(=O)N2CCN2CCOCC2)cc1OC. The result is 0 (non-inhibitor). (5) The molecule is O=C(O)c1ccc(C(=O)c2ccccc2C(=O)O)cc1C(=O)O. The result is 0 (non-inhibitor). (6) The compound is CCN1CCc2c(sc(N)c2C(N)=O)C1. The result is 0 (non-inhibitor).